This data is from Full USPTO retrosynthesis dataset with 1.9M reactions from patents (1976-2016). The task is: Predict the reactants needed to synthesize the given product. Given the product [Cl:1][C:2]1[C:3](=[O:21])[N:4]([CH2:10][CH2:11][C:12]2[CH:20]=[CH:19][C:15]([C:16]([NH2:24])=[O:17])=[CH:14][CH:13]=2)[C:5]([CH3:9])=[C:6]([Cl:8])[CH:7]=1, predict the reactants needed to synthesize it. The reactants are: [Cl:1][C:2]1[C:3](=[O:21])[N:4]([CH2:10][CH2:11][C:12]2[CH:20]=[CH:19][C:15]([C:16](O)=[O:17])=[CH:14][CH:13]=2)[C:5]([CH3:9])=[C:6]([Cl:8])[CH:7]=1.C1N=C[N:24](C(N2C=NC=C2)=O)C=1.N.